The task is: Predict the reactants needed to synthesize the given product.. This data is from Full USPTO retrosynthesis dataset with 1.9M reactions from patents (1976-2016). (1) Given the product [C:16]([O:20][C:21](=[O:32])[NH:22][C@H:23]1[CH2:24][CH2:25][C@H:26]([CH2:29][CH2:30][N:11]2[CH2:12][CH2:13][CH:8]([C:6](=[O:7])[C:5]3[CH:4]=[CH:3][C:2]([F:1])=[CH:15][CH:14]=3)[CH2:9][CH2:10]2)[CH2:27][CH2:28]1)([CH3:19])([CH3:18])[CH3:17], predict the reactants needed to synthesize it. The reactants are: [F:1][C:2]1[CH:15]=[CH:14][C:5]([C:6]([CH:8]2[CH2:13][CH2:12][NH:11][CH2:10][CH2:9]2)=[O:7])=[CH:4][CH:3]=1.[C:16]([O:20][C:21](=[O:32])[NH:22][C@H:23]1[CH2:28][CH2:27][C@H:26]([CH2:29][CH:30]=O)[CH2:25][CH2:24]1)([CH3:19])([CH3:18])[CH3:17].C(O[BH-](OC(=O)C)OC(=O)C)(=O)C.[Na+]. (2) Given the product [F:30][C:19]1[CH:18]=[CH:23][C:22]([C:24]2[CH:29]=[CH:28][CH:27]=[CH:26][CH:25]=2)=[CH:21][N:20]=1, predict the reactants needed to synthesize it. The reactants are: Cl.C(OC(N1C2C(=CC=CC=2)C=C1[C:18]1[C:19]([F:30])=[N:20][CH:21]=[C:22]([C:24]2[CH:29]=[CH:28][CH:27]=[CH:26][CH:25]=2)[CH:23]=1)=O)(C)(C)C. (3) Given the product [Cl:1][C:2]1[CH:7]=[CH:6][C:5]([C:8]2([CH:12]3[C:15]4[NH:14][C:22]5[C:17](=[CH:18][CH:19]=[CH:20][CH:21]=5)[C:16]=4[CH2:23][CH2:24][NH:25]3)[CH2:11][CH2:10][CH2:9]2)=[CH:4][CH:3]=1, predict the reactants needed to synthesize it. The reactants are: [Cl:1][C:2]1[CH:7]=[CH:6][C:5]([C:8]2([CH:12]=O)[CH2:11][CH2:10][CH2:9]2)=[CH:4][CH:3]=1.[NH:14]1[C:22]2[C:17](=[CH:18][CH:19]=[CH:20][CH:21]=2)[C:16]([CH2:23][CH2:24][NH2:25])=[CH:15]1.FC(F)(F)C(O)=O.C([O-])(O)=O.[Na+]. (4) Given the product [C:1]1([CH:7]2[CH2:8][N:9]([CH2:13][C:14]3[CH:19]=[CH:18][C:17]([C:20]4[CH:25]=[CH:24][CH:23]=[CH:22][C:21]=4[Cl:26])=[CH:16][CH:15]=3)[CH2:10][CH2:11][N:12]2[C:27](=[O:29])[CH3:28])[CH:2]=[CH:3][CH:4]=[CH:5][CH:6]=1, predict the reactants needed to synthesize it. The reactants are: [C:1]1([CH:7]2[NH:12][CH2:11][CH2:10][N:9]([CH2:13][C:14]3[CH:19]=[CH:18][C:17]([C:20]4[CH:25]=[CH:24][CH:23]=[CH:22][C:21]=4[Cl:26])=[CH:16][CH:15]=3)[CH2:8]2)[CH:6]=[CH:5][CH:4]=[CH:3][CH:2]=1.[C:27](Cl)(=[O:29])[CH3:28].C(N(CC)C(C)C)(C)C. (5) Given the product [C:1]1([C:7]2[N:11]3[CH:12]=[C:13]([C:20]([OH:22])=[O:21])[C:14]4[C:19]([C:10]3=[CH:9][N:8]=2)=[CH:18][CH:17]=[CH:16][CH:15]=4)[CH:2]=[CH:3][CH:4]=[CH:5][CH:6]=1, predict the reactants needed to synthesize it. The reactants are: [C:1]1([C:7]2[N:11]3[CH:12]=[C:13]([C:20]([O:22]C)=[O:21])[C:14]4[C:19]([C:10]3=[CH:9][N:8]=2)=[CH:18][CH:17]=[CH:16][CH:15]=4)[CH:6]=[CH:5][CH:4]=[CH:3][CH:2]=1.[OH-].[Na+].